Dataset: Retrosynthesis with 50K atom-mapped reactions and 10 reaction types from USPTO. Task: Predict the reactants needed to synthesize the given product. (1) The reactants are: CCCCc1ncc(/C=C(\Cc2ccc(OC)cc2)c2nnn[nH]2)n1Cc1ccccc1Cl. Given the product CCCCc1ncc(/C=C(\Cc2ccc(O)cc2)c2nnn[nH]2)n1Cc1ccccc1Cl, predict the reactants needed to synthesize it. (2) Given the product COc1ccc2ncc(F)c(CCN3CC[C@H](CNS(=O)(=O)c4ccc5c(c4)NC(=O)CS5)C3)c2n1, predict the reactants needed to synthesize it. The reactants are: COc1ccc2ncc(F)c(CCN3CC[C@H](CN)C3)c2n1.O=C1CSc2ccc(S(=O)(=O)Cl)cc2N1. (3) Given the product COc1cc(NCCCCCCN2C(=O)c3ccccc3C2=O)c2nccc(C)c2c1, predict the reactants needed to synthesize it. The reactants are: COc1cc(N)c2nccc(C)c2c1.O=C1c2ccccc2C(=O)N1CCCCCCBr.